This data is from NCI-60 drug combinations with 297,098 pairs across 59 cell lines. The task is: Regression. Given two drug SMILES strings and cell line genomic features, predict the synergy score measuring deviation from expected non-interaction effect. (1) Drug 1: CN(C(=O)NC(C=O)C(C(C(CO)O)O)O)N=O. Drug 2: N.N.Cl[Pt+2]Cl. Cell line: MOLT-4. Synergy scores: CSS=57.0, Synergy_ZIP=-0.945, Synergy_Bliss=-0.982, Synergy_Loewe=-34.1, Synergy_HSA=0.794. (2) Synergy scores: CSS=11.2, Synergy_ZIP=-7.50, Synergy_Bliss=-2.77, Synergy_Loewe=-2.26, Synergy_HSA=-1.57. Drug 1: CC1=C(C(=CC=C1)Cl)NC(=O)C2=CN=C(S2)NC3=CC(=NC(=N3)C)N4CCN(CC4)CCO. Cell line: UO-31. Drug 2: CN(CCCl)CCCl.Cl. (3) Drug 1: CS(=O)(=O)C1=CC(=C(C=C1)C(=O)NC2=CC(=C(C=C2)Cl)C3=CC=CC=N3)Cl. Drug 2: C1CC(=O)NC(=O)C1N2C(=O)C3=CC=CC=C3C2=O. Cell line: LOX IMVI. Synergy scores: CSS=4.94, Synergy_ZIP=-3.91, Synergy_Bliss=-3.32, Synergy_Loewe=-4.34, Synergy_HSA=-4.09. (4) Drug 1: C1=CC(=CC=C1CCC2=CNC3=C2C(=O)NC(=N3)N)C(=O)NC(CCC(=O)O)C(=O)O. Drug 2: C(CC(=O)O)C(=O)CN.Cl. Cell line: TK-10. Synergy scores: CSS=23.2, Synergy_ZIP=-3.45, Synergy_Bliss=-7.70, Synergy_Loewe=-20.3, Synergy_HSA=-7.64. (5) Drug 1: C1CCC(C1)C(CC#N)N2C=C(C=N2)C3=C4C=CNC4=NC=N3. Drug 2: CC1=C(C(=CC=C1)Cl)NC(=O)C2=CN=C(S2)NC3=CC(=NC(=N3)C)N4CCN(CC4)CCO. Cell line: U251. Synergy scores: CSS=2.54, Synergy_ZIP=4.05, Synergy_Bliss=6.30, Synergy_Loewe=5.63, Synergy_HSA=5.21. (6) Drug 1: C1CC(=O)NC(=O)C1N2CC3=C(C2=O)C=CC=C3N. Drug 2: CCC1=C2CN3C(=CC4=C(C3=O)COC(=O)C4(CC)O)C2=NC5=C1C=C(C=C5)O. Cell line: HCC-2998. Synergy scores: CSS=14.6, Synergy_ZIP=-0.955, Synergy_Bliss=-0.872, Synergy_Loewe=-11.1, Synergy_HSA=-1.73.